From a dataset of Catalyst prediction with 721,799 reactions and 888 catalyst types from USPTO. Predict which catalyst facilitates the given reaction. (1) Reactant: [Br:1][C:2]1[CH:14]=[C:13]2[C:5]([C:6]3[CH2:7][CH2:8][CH2:9][CH2:10][C:11]=3[NH:12]2)=[CH:4][CH:3]=1.ClC1C(=O)C(C#N)=C(C#N)C(=[O:23])C=1Cl. Product: [Br:1][C:2]1[CH:14]=[C:13]2[C:5]([C:6]3[C:7](=[O:23])[CH2:8][CH2:9][CH2:10][C:11]=3[NH:12]2)=[CH:4][CH:3]=1. The catalyst class is: 20. (2) Reactant: [Cl:1][C:2]1[CH:25]=[CH:24][C:5]([CH2:6][N:7]2[C:11]([CH3:12])=[C:10]([C:13]3[CH:18]=[CH:17][C:16]([C:19]#[N:20])=[CH:15][CH:14]=3)[C:9]([C:21]#[N:22])=[C:8]2[CH3:23])=[CH:4][C:3]=1[CH:26]=O.C(OP([CH2:36][C:37]([O:39][CH2:40][CH3:41])=[O:38])(OCC)=O)C.N12CCCN=C1CCCCC2. Product: [Cl:1][C:2]1[CH:25]=[CH:24][C:5]([CH2:6][N:7]2[C:11]([CH3:12])=[C:10]([C:13]3[CH:18]=[CH:17][C:16]([C:19]#[N:20])=[CH:15][CH:14]=3)[C:9]([C:21]#[N:22])=[C:8]2[CH3:23])=[CH:4][C:3]=1/[CH:26]=[CH:36]/[C:37]([O:39][CH2:40][CH3:41])=[O:38]. The catalyst class is: 10.